Dataset: Forward reaction prediction with 1.9M reactions from USPTO patents (1976-2016). Task: Predict the product of the given reaction. (1) The product is: [CH2:23]([N:25]([CH2:26][CH3:27])[C:20](=[O:21])[CH2:19][N:11]([S:8]([C:3]1[C:2]([CH3:1])=[CH:7][CH:6]=[CH:5][N:4]=1)(=[O:9])=[O:10])[C:12]1[CH:17]=[CH:16][C:15]([CH3:18])=[CH:14][CH:13]=1)[CH3:24]. Given the reactants [CH3:1][C:2]1[C:3]([S:8]([N:11]([CH2:19][C:20](O)=[O:21])[C:12]2[CH:17]=[CH:16][C:15]([CH3:18])=[CH:14][CH:13]=2)(=[O:10])=[O:9])=[N:4][CH:5]=[CH:6][CH:7]=1.[CH2:23]([NH:25][CH2:26][CH3:27])[CH3:24], predict the reaction product. (2) Given the reactants [CH2:1]([O:8][C:9]([NH:11][C:12]1[C:13]([C:29](O)=[O:30])=[N:14][C:15]2[C:20]([CH:21]=1)=[CH:19][CH:18]=[C:17]([N:22]1[CH2:27][CH2:26][N:25]([CH3:28])[CH2:24][CH2:23]1)[CH:16]=2)=[O:10])[C:2]1[CH:7]=[CH:6][CH:5]=[CH:4][CH:3]=1.[NH2:32][C:33]1[CH:34]=[N:35][CH:36]=[CH:37][C:38]=1[N:39]1[CH2:44][C@H:43]([CH3:45])[C@H:42]([N:46]2[CH:50]=[CH:49][N:48]=[N:47]2)[C@H:41]([NH:51][C:52](=[O:58])[O:53][C:54]([CH3:57])([CH3:56])[CH3:55])[CH2:40]1.CN(C(ON1N=NC2C=CC=NC1=2)=[N+](C)C)C.F[P-](F)(F)(F)(F)F.CCN(C(C)C)C(C)C, predict the reaction product. The product is: [CH2:1]([O:8][C:9](=[O:10])[NH:11][C:12]1[C:13]([C:29]([NH:32][C:33]2[CH:34]=[N:35][CH:36]=[CH:37][C:38]=2[N:39]2[CH2:44][C@H:43]([CH3:45])[C@H:42]([N:46]3[CH:50]=[CH:49][N:48]=[N:47]3)[C@H:41]([NH:51][C:52]([O:53][C:54]([CH3:57])([CH3:56])[CH3:55])=[O:58])[CH2:40]2)=[O:30])=[N:14][C:15]2[C:20]([CH:21]=1)=[CH:19][CH:18]=[C:17]([N:22]1[CH2:27][CH2:26][N:25]([CH3:28])[CH2:24][CH2:23]1)[CH:16]=2)[C:2]1[CH:7]=[CH:6][CH:5]=[CH:4][CH:3]=1.